From a dataset of Full USPTO retrosynthesis dataset with 1.9M reactions from patents (1976-2016). Predict the reactants needed to synthesize the given product. (1) Given the product [Cl:2][C:3]1[CH:8]=[C:7]([Cl:9])[CH:6]=[CH:5][C:4]=1[S:10]([NH:13][CH2:14][CH2:15][N:16]1[CH2:21][CH2:20][N:19]([C:55]([C@@H:50]([NH:49][C:47]([C:39]2[S:38][C:42]3[CH:43]=[CH:44][CH:45]=[CH:46][C:41]=3[CH:40]=2)=[O:48])[CH2:51][CH:52]([CH3:54])[CH3:53])=[O:56])[CH2:18][CH2:17]1)(=[O:12])=[O:11], predict the reactants needed to synthesize it. The reactants are: Cl.[Cl:2][C:3]1[CH:8]=[C:7]([Cl:9])[CH:6]=[CH:5][C:4]=1[S:10]([NH:13][CH2:14][CH2:15][N:16]1[CH2:21][CH2:20][NH:19][CH2:18][CH2:17]1)(=[O:12])=[O:11].C(Cl)CCl.C1C=C2C(N(O)N=NC2=CC=1)=O.[S:38]1[C:42]2[CH:43]=[CH:44][CH:45]=[CH:46][C:41]=2[CH:40]=[C:39]1[C:47]([NH:49][C@H:50]([C:55](O)=[O:56])[CH2:51][CH:52]([CH3:54])[CH3:53])=[O:48].CN1CCOCC1. (2) Given the product [CH3:11][O:10][C:8]1[CH:9]=[C:4]([CH:3]=[CH:19][C:20]2[CH:30]=[CH:31][C:24]([F:23])=[CH:25][CH:26]=2)[CH:5]=[C:6]([O:15][CH3:16])[C:7]=1[CH2:12][CH2:13][CH3:14], predict the reactants needed to synthesize it. The reactants are: P(=O)([O-])O[C:3]([CH2:19][CH3:20])(CC)[C:4]1[CH:9]=[C:8]([O:10][CH3:11])[C:7]([CH2:12][CH2:13][CH3:14])=[C:6]([O:15][CH3:16])[CH:5]=1.[F:23][C:24]1[CH:31]=[CH:30]C(C=O)=[CH:26][CH:25]=1. (3) The reactants are: C([C@H]1COC(=O)N1[C:14](=[O:22])[CH2:15][C@H:16]([CH3:21])[C:17]([F:20])([F:19])[F:18])C1C=CC=CC=1.FF.CO.[Li+].[BH4-].[OH-].[Na+]. Given the product [F:18][C:17]([F:20])([F:19])[C@@H:16]([CH3:21])[CH2:15][CH2:14][OH:22], predict the reactants needed to synthesize it. (4) The reactants are: [F:1][C:2]1[C:7]([F:8])=[CH:6][CH:5]=[CH:4][C:3]=1[CH2:9][CH2:10][C:11]([OH:13])=O.C(Cl)(=O)C(Cl)=O.[Al+3].[Cl-].[Cl-].[Cl-]. Given the product [F:1][C:2]1[C:7]([F:8])=[CH:6][CH:5]=[C:4]2[C:3]=1[CH2:9][CH2:10][C:11]2=[O:13], predict the reactants needed to synthesize it. (5) Given the product [CH3:2][O:3][CH:4]=[C:33]1[CH2:34][CH2:35][CH:30]([CH:37]2[CH2:42][CH2:41][C:40](=[CH:47][O:48][CH3:49])[CH2:39][CH2:38]2)[CH2:31][CH2:32]1, predict the reactants needed to synthesize it. The reactants are: [Cl-].[CH3:2][O:3][CH2:4][P+](C1C=CC=CC=1)(C1C=CC=CC=1)C1C=CC=CC=1.CC(C)([O-])C.[K+].[CH:30]1([CH:37]2[CH2:42][CH2:41][C:40](=O)[CH2:39][CH2:38]2)[CH2:35][CH2:34][C:33](=O)[CH2:32][CH2:31]1.O.C1[CH2:49][O:48][CH2:47]C1. (6) The reactants are: [CH3:1][N:2]1[C:14]2[CH2:13][CH2:12][C@@H:11]([CH:15]3[CH2:20][CH2:19][O:18][CH2:17][CH2:16]3)[CH2:10][C:9]=2[C:8]2[C:3]1=[CH:4][CH:5]=[C:6]([C:21](O)=[O:22])[CH:7]=2.Cl.[F:25][CH:26]([F:36])[CH2:27][NH:28][C:29]([C@H:31]1[CH2:35][CH2:34][NH:33][CH2:32]1)=[O:30].CN(C(ON1N=NC2C=CC=NC1=2)=[N+](C)C)C.F[P-](F)(F)(F)(F)F.C(N(CC)C(C)C)(C)C. Given the product [F:36][CH:26]([F:25])[CH2:27][NH:28][C:29]([C@H:31]1[CH2:35][CH2:34][N:33]([C:21]([C:6]2[CH:7]=[C:8]3[C:3](=[CH:4][CH:5]=2)[N:2]([CH3:1])[C:14]2[CH2:13][CH2:12][C@@H:11]([CH:15]4[CH2:20][CH2:19][O:18][CH2:17][CH2:16]4)[CH2:10][C:9]3=2)=[O:22])[CH2:32]1)=[O:30], predict the reactants needed to synthesize it. (7) Given the product [F:1][CH:2]([F:31])[O:3][C:4]1[CH:9]=[CH:8][C:7]([C@@H:10]([N:12]2[CH2:17][CH2:16][C@:15]([CH2:25][CH2:26][C:27]([NH2:33])=[O:28])([C:18]3[CH:23]=[CH:22][C:21]([F:24])=[CH:20][CH:19]=3)[O:14][C:13]2=[O:30])[CH3:11])=[CH:6][CH:5]=1, predict the reactants needed to synthesize it. The reactants are: [F:1][CH:2]([F:31])[O:3][C:4]1[CH:9]=[CH:8][C:7]([C@@H:10]([N:12]2[CH2:17][CH2:16][C@:15]([CH2:25][CH2:26][C:27](O)=[O:28])([C:18]3[CH:23]=[CH:22][C:21]([F:24])=[CH:20][CH:19]=3)[O:14][C:13]2=[O:30])[CH3:11])=[CH:6][CH:5]=1.C[N:33](C(ON1N=NC2C=CC=NC1=2)=[N+](C)C)C.F[P-](F)(F)(F)(F)F.CCN(C(C)C)C(C)C.N. (8) The reactants are: [Cl:1][C:2]1[CH:3]=[CH:4][C:5]([O:22][C:23]2[CH:28]=[C:27]([F:29])[C:26]([S:30](=[O:49])(=[O:48])[N:31](CC3C=CC(OC)=CC=3OC)[C:32]3[S:36][N:35]=[CH:34][N:33]=3)=[CH:25][C:24]=2[Cl:50])=[C:6]([C:8]2[CH:13]=[CH:12][N:11]=[C:10]([C:14]([NH:16][CH2:17][CH2:18][C:19]([OH:21])=[O:20])=[O:15])[CH:9]=2)[CH:7]=1.Cl.CCCCC. Given the product [S:36]1[C:32]([NH:31][S:30]([C:26]2[C:27]([F:29])=[CH:28][C:23]([O:22][C:5]3[CH:4]=[CH:3][C:2]([Cl:1])=[CH:7][C:6]=3[C:8]3[CH:13]=[CH:12][N:11]=[C:10]([C:14]([NH:16][CH2:17][CH2:18][C:19]([OH:21])=[O:20])=[O:15])[CH:9]=3)=[C:24]([Cl:50])[CH:25]=2)(=[O:49])=[O:48])=[N:33][CH:34]=[N:35]1, predict the reactants needed to synthesize it. (9) Given the product [C:29]([O:32][C:33]([C:34]1[O:35][C:38]([C:40]2[CH:41]=[C:42]([C:46]3[CH:47]=[N:48][C:49]([NH:61][C:62]([NH:64][CH2:65][CH3:66])=[O:63])=[CH:50][C:51]=3[C:52]3[S:53][CH:54]=[C:55]([C:57]([F:59])([F:58])[F:60])[N:56]=3)[CH:43]=[N:44][CH:45]=2)=[N:37][N:36]=1)([CH3:67])[CH3:68])(=[O:31])[CH3:30], predict the reactants needed to synthesize it. The reactants are: C1(P(C2C=CC=CC=2)C2C=CC=CC=2)C=CC=CC=1.CCN(C(C)C)C(C)C.[C:29]([O:32][C:33]([CH3:68])([CH3:67])[C:34]([NH:36][NH:37][C:38]([C:40]1[CH:41]=[C:42]([C:46]2[CH:47]=[N:48][C:49]([NH:61][C:62]([NH:64][CH2:65][CH3:66])=[O:63])=[CH:50][C:51]=2[C:52]2[S:53][CH:54]=[C:55]([C:57]([F:60])([F:59])[F:58])[N:56]=2)[CH:43]=[N:44][CH:45]=1)=O)=[O:35])(=[O:31])[CH3:30].C(Cl)(Cl)(Cl)Cl.